This data is from Catalyst prediction with 721,799 reactions and 888 catalyst types from USPTO. The task is: Predict which catalyst facilitates the given reaction. (1) Reactant: FC(F)(F)S(O[C:7]1[CH:12]=[CH:11][CH:10]=[CH:9][C:8]=1[C:13]([CH3:16])([CH3:15])[CH3:14])(=O)=O.[CH3:19][C:20]1([CH3:27])[C:24]([CH3:26])([CH3:25])[O:23][BH:22][O:21]1. Product: [C:13]([C:8]1[CH:9]=[CH:10][CH:11]=[CH:12][C:7]=1[B:22]1[O:23][C:24]([CH3:26])([CH3:25])[C:20]([CH3:27])([CH3:19])[O:21]1)([CH3:16])([CH3:15])[CH3:14]. The catalyst class is: 294. (2) Reactant: [CH3:1][C:2]1([CH3:24])[CH2:23][N:6]2[C:7]3[CH:8]=[CH:9][C:10]([C:19]([O:21]C)=[O:20])=[CH:11][C:12]=3[C:13]3([O:18][CH2:17][CH2:16][CH2:15][O:14]3)[C:5]2=[N:4][CH2:3]1.CCO.[OH-].[Na+].O. Product: [CH3:1][C:2]1([CH3:24])[CH2:23][N:6]2[C:7]3[CH:8]=[CH:9][C:10]([C:19]([OH:21])=[O:20])=[CH:11][C:12]=3[C:13]3([O:14][CH2:15][CH2:16][CH2:17][O:18]3)[C:5]2=[N:4][CH2:3]1. The catalyst class is: 1. (3) Reactant: [O:1]=[C:2]([NH:9][C:10]1[CH:15]=[CH:14][C:13]([C:16]#[C:17][Si](C)(C)C)=[CH:12][N:11]=1)[CH2:3][CH2:4][C:5]([O:7][CH3:8])=[O:6].C(=O)([O-])[O-].[K+].[K+]. Product: [C:16]([C:13]1[CH:14]=[CH:15][C:10]([NH:9][C:2](=[O:1])[CH2:3][CH2:4][C:5]([O:7][CH3:8])=[O:6])=[N:11][CH:12]=1)#[CH:17]. The catalyst class is: 5. (4) Product: [CH2:11]([C:8]1[S:7][C:6]([CH2:5][C:4]([OH:13])=[O:3])=[N:10][N:9]=1)[CH3:12]. The catalyst class is: 8. Reactant: C([O:3][C:4](=[O:13])[CH2:5][C:6]1[S:7][C:8]([CH2:11][CH3:12])=[N:9][N:10]=1)C.[OH-].[Na+].Cl. (5) Reactant: [CH:1]1([CH2:7][OH:8])[CH2:6][CH2:5][CH2:4][CH2:3][CH2:2]1.O[C:10]1[CH:11]=[C:12]([CH:18]=[CH:19][CH:20]=1)[C:13]([O:15][CH2:16][CH3:17])=[O:14].C(P(CCCC)CCCC)CCC.C1CCN(C(N=NC(N2CCCCC2)=O)=O)CC1. Product: [CH:1]1([CH2:7][O:8][C:10]2[CH:11]=[C:12]([CH:18]=[CH:19][CH:20]=2)[C:13]([O:15][CH2:16][CH3:17])=[O:14])[CH2:6][CH2:5][CH2:4][CH2:3][CH2:2]1. The catalyst class is: 20. (6) Reactant: [NH2:1][C:2]1([CH2:13][C:14]([O:16][CH2:17][CH3:18])=[O:15])[CH2:5][N:4]([C:6]([O:8][C:9]([CH3:12])([CH3:11])[CH3:10])=[O:7])[CH2:3]1.CCN(CC)CC.[C:26]1([C:32]#[C:33][C:34]2[O:38][C:37]([C:39](ON3C(=O)CCC3=O)=[O:40])=[CH:36][CH:35]=2)[CH:31]=[CH:30][CH:29]=[CH:28][CH:27]=1. Product: [CH2:17]([O:16][C:14](=[O:15])[CH2:13][C:2]1([NH:1][C:39]([C:37]2[O:38][C:34]([C:33]#[C:32][C:26]3[CH:31]=[CH:30][CH:29]=[CH:28][CH:27]=3)=[CH:35][CH:36]=2)=[O:40])[CH2:5][N:4]([C:6]([O:8][C:9]([CH3:10])([CH3:11])[CH3:12])=[O:7])[CH2:3]1)[CH3:18]. The catalyst class is: 3. (7) Reactant: [Cl:1][C:2]1[CH:7]=[CH:6][C:5]([NH:8][C:9]([NH:11][C:12]([C:15]2[CH:20]=[CH:19][CH:18]=[C:17](/[C:21](=[N:23]/[OH:24])/[CH3:22])[CH:16]=2)([CH3:14])[CH3:13])=[O:10])=[CH:4][C:3]=1[N+:25]([O-:27])=[O:26].[H-].[Na+].Cl.Cl[CH2:32][CH2:33][NH2:34]. Product: [NH2:34][CH2:33][CH2:32][O:24]/[N:23]=[C:21](/[C:17]1[CH:16]=[C:15]([C:12]([NH:11][C:9]([NH:8][C:5]2[CH:6]=[CH:7][C:2]([Cl:1])=[C:3]([N+:25]([O-:27])=[O:26])[CH:4]=2)=[O:10])([CH3:14])[CH3:13])[CH:20]=[CH:19][CH:18]=1)\[CH3:22]. The catalyst class is: 3. (8) Reactant: [C:1]1([C@@H:7]2[CH2:11][NH:10][C:9](=[O:12])[CH2:8]2)[CH:6]=[CH:5][CH:4]=[CH:3][CH:2]=1.C1([C@H]2C[NH:22][C:21](=[O:24])[CH2:20]2)C=CC=CC=1. Product: [C:21]([CH2:20][N:10]1[CH2:11][C@H:7]([C:1]2[CH:2]=[CH:3][CH:4]=[CH:5][CH:6]=2)[CH2:8][C:9]1=[O:12])(=[O:24])[NH2:22]. The catalyst class is: 5.